This data is from Full USPTO retrosynthesis dataset with 1.9M reactions from patents (1976-2016). The task is: Predict the reactants needed to synthesize the given product. (1) The reactants are: [CH3:1][C:2]1([O:12][C:13](=[O:20])[CH2:14][O:15][C:16](=[O:19])[CH2:17][OH:18])[CH:9]2[CH2:10][CH:5]3[CH2:6][CH:7]([CH2:11][CH:3]1[CH2:4]3)[CH2:8]2.O1CCCC1.C(N(CC)CC)C.[C:33](Cl)(=[O:37])[C:34]([CH3:36])=[CH2:35]. Given the product [C:33]([O:18][CH2:17][C:16]([O:15][CH2:14][C:13]([O:12][C:2]1([CH3:1])[CH:9]2[CH2:8][CH:7]3[CH2:6][CH:5]([CH2:4][CH:3]1[CH2:11]3)[CH2:10]2)=[O:20])=[O:19])(=[O:37])[C:34]([CH3:36])=[CH2:35], predict the reactants needed to synthesize it. (2) Given the product [N:1]1[CH:6]=[CH:5][CH:4]=[C:3]2[CH2:7][CH2:8][CH2:9][CH2:10][C:11](=[O:12])[C:2]=12, predict the reactants needed to synthesize it. The reactants are: [N:1]1[CH:6]=[CH:5][CH:4]=[C:3]2[CH2:7][CH2:8][CH2:9][CH2:10][CH:11]([OH:12])[C:2]=12.CS(C)=O.C(Cl)(=O)C(Cl)=O.C(N(CC)CC)C. (3) Given the product [CH3:1][S:2]([C:5]1[CH:10]=[CH:9][C:8]([N:11]2[C:15]3=[N:16][CH:17]=[N:18][C:19]([NH:20][CH:21]4[CH2:26][CH2:25][N:24]([C:44]5[CH:30]=[CH:31][C:32]([C:34]([F:37])([F:36])[F:35])=[CH:47][N:45]=5)[CH2:23][CH2:22]4)=[C:14]3[CH:13]=[N:12]2)=[CH:7][CH:6]=1)(=[O:3])=[O:4], predict the reactants needed to synthesize it. The reactants are: [CH3:1][S:2]([C:5]1[CH:10]=[CH:9][C:8]([N:11]2[C:15]3=[N:16][CH:17]=[N:18][C:19]([NH:20][CH:21]4[CH2:26][CH2:25][NH:24][CH2:23][CH2:22]4)=[C:14]3[CH:13]=[N:12]2)=[CH:7][CH:6]=1)(=[O:4])=[O:3].BrC1C=[C:32]([C:34]([F:37])([F:36])[F:35])[CH:31]=[CH:30]N=1.C(=O)([O-])[O-].[K+].[K+].[CH3:44][N:45]([CH:47]=O)C. (4) Given the product [Cl:21][C:15]1[CH:16]=[C:17]([Cl:20])[CH:18]=[CH:19][C:14]=1[CH:5]1[N:6]=[C:7]([C:9]2[S:10][CH:11]=[CH:12][N:13]=2)[NH:8][C:3]([CH2:2][N:28]2[CH2:33][CH2:32][O:31][CH:30]([C:34]([OH:36])=[O:35])[CH2:29]2)=[C:4]1[C:22]([O:24][CH2:25][CH3:26])=[O:23], predict the reactants needed to synthesize it. The reactants are: Br[CH2:2][C:3]1[NH:8][C:7]([C:9]2[S:10][CH:11]=[CH:12][N:13]=2)=[N:6][CH:5]([C:14]2[CH:19]=[CH:18][C:17]([Cl:20])=[CH:16][C:15]=2[Cl:21])[C:4]=1[C:22]([O:24][CH2:25][CH3:26])=[O:23].Cl.[NH:28]1[CH2:33][CH2:32][O:31][CH:30]([C:34]([OH:36])=[O:35])[CH2:29]1.